From a dataset of Full USPTO retrosynthesis dataset with 1.9M reactions from patents (1976-2016). Predict the reactants needed to synthesize the given product. Given the product [NH3:5].[CH3:16][OH:17].[N:5]1([CH2:10][C@@H:11]2[CH2:15][CH2:14][CH2:13][N:12]2[C:16]([C:18]2[CH:23]=[CH:22][C:21]([C:24]3[S:28][C:27]([C:29]([NH2:30])=[O:3])=[CH:26][CH:25]=3)=[CH:20][CH:19]=2)=[O:17])[CH2:6][CH2:7][CH2:8][CH2:9]1, predict the reactants needed to synthesize it. The reactants are: CS(C)=[O:3].[N:5]1([CH2:10][C@@H:11]2[CH2:15][CH2:14][CH2:13][N:12]2[C:16]([C:18]2[CH:23]=[CH:22][C:21]([C:24]3[S:28][C:27]([C:29]#[N:30])=[CH:26][CH:25]=3)=[CH:20][CH:19]=2)=[O:17])[CH2:9][CH2:8][CH2:7][CH2:6]1.C([O-])([O-])=O.[K+].[K+].OO.